Dataset: Reaction yield outcomes from USPTO patents with 853,638 reactions. Task: Predict the reaction yield, written as a fraction of the theoretical maximum amount of product (1.0 means a 100% yield; for example, 0.34 means a 34% yield). (1) No catalyst specified. The yield is 0.300. The reactants are [CH2:1]([O:3][C:4]([C:6]1[O:7][C:8]2[CH:15]=[CH:14]C=[C:12]([OH:16])[C:9]=2[C:10]=1[CH3:11])=[O:5])[CH3:2].[Cl:17]N1C(=O)CCC1=O.[C:25]([Cl:29])(Cl)(Cl)Cl. The product is [CH2:1]([O:3][C:4]([C:6]1[O:7][C:8]2[C:15]([Cl:17])=[CH:14][C:25]([Cl:29])=[C:12]([OH:16])[C:9]=2[C:10]=1[CH3:11])=[O:5])[CH3:2]. (2) The reactants are CS(O[CH:6]1[CH2:11][CH2:10][N:9]([C:12]([O:14][C:15]([CH3:18])([CH3:17])[CH3:16])=[O:13])[CH2:8][CH2:7]1)(=O)=O.[NH2:19][C:20]1[S:21][C:22]2[CH:28]=[C:27]([SH:29])[CH:26]=[CH:25][C:23]=2[N:24]=1.C(=O)([O-])[O-].[K+].[K+].[BH4-].[Na+]. The catalyst is CC#N.CCO. The product is [NH2:19][C:20]1[S:21][C:22]2[CH:28]=[C:27]([S:29][CH:6]3[CH2:7][CH2:8][N:9]([C:12]([O:14][C:15]([CH3:16])([CH3:17])[CH3:18])=[O:13])[CH2:10][CH2:11]3)[CH:26]=[CH:25][C:23]=2[N:24]=1. The yield is 0.920.